This data is from Reaction yield outcomes from USPTO patents with 853,638 reactions. The task is: Predict the reaction yield, written as a fraction of the theoretical maximum amount of product (1.0 means a 100% yield; for example, 0.34 means a 34% yield). (1) The reactants are Br[C:2]1[CH:3]=[CH:4][C:5]2[O:14][C:13]3[CH2:12][CH2:11][N:10]([C:15]([O:17][C:18]([CH3:21])([CH3:20])[CH3:19])=[O:16])[CH2:9][C:8]=3[C:6]=2[CH:7]=1.[F:22][C:23]1[CH:24]=[CH:25][C:26]([CH2:29][O:30][C:31]2[CH:36]=[CH:35][NH:34][C:33](=[O:37])[CH:32]=2)=[N:27][CH:28]=1. No catalyst specified. The product is [F:22][C:23]1[CH:24]=[CH:25][C:26]([CH2:29][O:30][C:31]2[CH:36]=[CH:35][N:34]([C:2]3[CH:3]=[CH:4][C:5]4[O:14][C:13]5[CH2:12][CH2:11][N:10]([C:15]([O:17][C:18]([CH3:21])([CH3:20])[CH3:19])=[O:16])[CH2:9][C:8]=5[C:6]=4[CH:7]=3)[C:33](=[O:37])[CH:32]=2)=[N:27][CH:28]=1. The yield is 0.200. (2) The reactants are [N:1]1[C:6]2[S:7][CH:8]=[CH:9][C:5]=2[C:4](=O)[NH:3][CH:2]=1.[Cl:11]C1C2SC=CC=2N=CN=1. No catalyst specified. The product is [Cl:11][C:4]1[C:5]2[CH:9]=[CH:8][S:7][C:6]=2[N:1]=[CH:2][N:3]=1. The yield is 0.930. (3) The reactants are [CH:1]1([NH2:6])[CH2:5][CH2:4][CH2:3][CH2:2]1.C[O:8][C:9]([C:11]1[C:15]([NH:16][C:17]([C:19]2[C:24]([NH:25][C:26]3[CH:27]=[N:28][CH:29]=[N:30][CH:31]=3)=[CH:23][CH:22]=[C:21]([CH:32]3[CH2:34][CH2:33]3)[N:20]=2)=[O:18])=[CH:14][N:13]([CH3:35])[N:12]=1)=O. No catalyst specified. The product is [CH:1]1([NH:6][C:9]([C:11]2[C:15]([NH:16][C:17]([C:19]3[C:24]([NH:25][C:26]4[CH:27]=[N:28][CH:29]=[N:30][CH:31]=4)=[CH:23][CH:22]=[C:21]([CH:32]4[CH2:34][CH2:33]4)[N:20]=3)=[O:18])=[CH:14][N:13]([CH3:35])[N:12]=2)=[O:8])[CH2:5][CH2:4][CH2:3][CH2:2]1. The yield is 0.190. (4) The reactants are [Br:1][C:2]1[CH:3]=[CH:4][C:5]([N+:16]([O-])=O)=[C:6]([NH:8][CH2:9][CH:10]([CH3:15])[C:11]([O:13][CH3:14])=[O:12])[CH:7]=1.[Cl-].[NH4+]. The catalyst is [Fe].C(O)C. The product is [NH2:16][C:5]1[CH:4]=[CH:3][C:2]([Br:1])=[CH:7][C:6]=1[NH:8][CH2:9][CH:10]([CH3:15])[C:11]([O:13][CH3:14])=[O:12]. The yield is 0.830. (5) The reactants are [Cl:1][C:2]1[CH:7]=[CH:6][CH:5]=[CH:4][C:3]=1[S:8]([C@H:11]1[CH2:15][NH:14][C@H:13]([C:16]([NH:18][C:19]2([C:22]#[N:23])[CH2:21][CH2:20]2)=[O:17])[CH2:12]1)(=[O:10])=[O:9].Cl.[C:25]1([CH:31]2[CH2:36][CH2:35][N:34]([C:37]3([C:40](O)=[O:41])[CH2:39][CH2:38]3)[CH2:33][CH2:32]2)[CH:30]=[CH:29][CH:28]=[CH:27][CH:26]=1. No catalyst specified. The product is [Cl:1][C:2]1[CH:7]=[CH:6][CH:5]=[CH:4][C:3]=1[S:8]([C@H:11]1[CH2:15][N:14]([C:40]([C:37]2([N:34]3[CH2:33][CH2:32][CH:31]([C:25]4[CH:26]=[CH:27][CH:28]=[CH:29][CH:30]=4)[CH2:36][CH2:35]3)[CH2:39][CH2:38]2)=[O:41])[C@H:13]([C:16]([NH:18][C:19]2([C:22]#[N:23])[CH2:21][CH2:20]2)=[O:17])[CH2:12]1)(=[O:10])=[O:9]. The yield is 0.520. (6) The reactants are CN(/[CH:4]=[C:5](/[C:10](=O)[CH3:11])\[C:6]([O:8][CH3:9])=[O:7])C.Cl.Cl.[CH2:15]([NH:22][NH2:23])[C:16]1[CH:21]=[CH:20][CH:19]=[CH:18][CH:17]=1. The product is [CH2:15]([N:22]1[CH:4]=[C:5]([C:6]([O:8][CH3:9])=[O:7])[C:10]([CH3:11])=[N:23]1)[C:16]1[CH:21]=[CH:20][CH:19]=[CH:18][CH:17]=1. The catalyst is C(O)C. The yield is 0.580. (7) The reactants are [CH3:1][C:2]([CH3:37])([CH3:36])[C:3](=[O:35])[CH2:4][O:5][C:6]1[CH:11]=[CH:10][C:9]([C:12]([C:17]2[CH:18]=[CH:19][C:20]3[O:24][C:23]([C:25]([NH:27][CH2:28][C:29]([OH:31])=[O:30])=[O:26])=[C:22]([CH3:32])[C:21]=3[CH:33]=2)([CH2:15][CH3:16])[CH2:13][CH3:14])=[CH:8][C:7]=1[CH3:34].[BH4-].[Na+]. No catalyst specified. The product is [CH2:13]([C:12]([C:17]1[CH:18]=[CH:19][C:20]2[O:24][C:23]([C:25]([NH:27][CH2:28][C:29]([OH:31])=[O:30])=[O:26])=[C:22]([CH3:32])[C:21]=2[CH:33]=1)([C:9]1[CH:10]=[CH:11][C:6]([O:5][CH2:4][CH:3]([OH:35])[C:2]([CH3:36])([CH3:37])[CH3:1])=[C:7]([CH3:34])[CH:8]=1)[CH2:15][CH3:16])[CH3:14]. The yield is 1.00. (8) The reactants are [Cl:1][C:2]1[CH:7]=[CH:6][C:5]([F:8])=[CH:4][C:3]=1[C@H:9]1[CH2:13][CH2:12][CH2:11][N:10]1[C:14]1[CH:19]=[CH:18][N:17]2[N:20]=[CH:21][C:22]([NH2:23])=[C:16]2[N:15]=1.C1N=CN([C:29](N2C=NC=C2)=[O:30])C=1.Cl.[CH3:37][C:38]1([OH:42])[CH2:41][NH:40][CH2:39]1.COC1CNC1.CCN(C(C)C)C(C)C. The catalyst is C(Cl)Cl. The product is [Cl:1][C:2]1[CH:7]=[CH:6][C:5]([F:8])=[CH:4][C:3]=1[C@H:9]1[CH2:13][CH2:12][CH2:11][N:10]1[C:14]1[CH:19]=[CH:18][N:17]2[N:20]=[CH:21][C:22]([NH:23][C:29]([N:40]3[CH2:41][C:38]([OH:42])([CH3:37])[CH2:39]3)=[O:30])=[C:16]2[N:15]=1. The yield is 0.710. (9) The reactants are [CH3:1][N:2]1[C:6]([N:7]2[C:11]3=[N:12][CH:13]=[C:14]([CH3:16])[CH:15]=[C:10]3[CH:9]=[CH:8]2)=[C:5](/[CH:17]=[CH:18]/[C:19]([OH:21])=O)[C:4]([CH3:22])=[N:3]1.CC1C=CC=C([N+]([O-])=O)C=1C(OC(=O)C1C([N+]([O-])=O)=CC=CC=1C)=O.[CH2:48]([S:53]([NH2:56])(=[O:55])=[O:54])[CH2:49][CH2:50][CH2:51][CH3:52].C(N(CC)CC)C. The catalyst is CN(C)C1C=CN=CC=1.C(#N)C. The product is [CH3:1][N:2]1[C:6]([N:7]2[C:11]3=[N:12][CH:13]=[C:14]([CH3:16])[CH:15]=[C:10]3[CH:9]=[CH:8]2)=[C:5](/[CH:17]=[CH:18]/[C:19]([NH:56][S:53]([CH2:48][CH2:49][CH2:50][CH2:51][CH3:52])(=[O:55])=[O:54])=[O:21])[C:4]([CH3:22])=[N:3]1. The yield is 0.890.